This data is from Forward reaction prediction with 1.9M reactions from USPTO patents (1976-2016). The task is: Predict the product of the given reaction. (1) Given the reactants [Br:1][C:2]1[CH:3]=[C:4]([C:11]([O:13][CH3:14])=[O:12])[C:5]2[CH:6]=[CH:7][NH:8][C:9]=2[CH:10]=1.[CH:15]1(B(O)O)[CH2:17][CH2:16]1.C(=O)([O-])[O-].[Na+].[Na+].N1C=CC=CC=1C1C=CC=CN=1.[NH4+].[Cl-], predict the reaction product. The product is: [Br:1][C:2]1[CH:3]=[C:4]([C:11]([O:13][CH3:14])=[O:12])[C:5]2[CH:6]=[CH:7][N:8]([CH:15]3[CH2:17][CH2:16]3)[C:9]=2[CH:10]=1. (2) Given the reactants [CH:1]([C:3]1[S:7][C:6]([C:8]([OH:10])=[O:9])=[CH:5][CH:4]=1)=O.[BH4-].[Na+].CS([Cl:17])(=O)=O.C(N(CC)C(C)C)(C)C.[C:27](O)([CH3:30])([CH3:29])[CH3:28], predict the reaction product. The product is: [C:27]([O:10][C:8]([C:6]1[S:7][C:3]([CH2:1][Cl:17])=[CH:4][CH:5]=1)=[O:9])([CH3:30])([CH3:29])[CH3:28].